Dataset: Full USPTO retrosynthesis dataset with 1.9M reactions from patents (1976-2016). Task: Predict the reactants needed to synthesize the given product. The reactants are: [CH:1]1[C:10]2[C:5](=[CH:6][CH:7]=[CH:8][CH:9]=2)[CH:4]=[CH:3][C:2]=1[SH:11].[CH:12]12[CH2:18][CH:15]([CH:16]=[CH:17]1)[CH2:14][CH:13]2[C:19]([OH:21])=[O:20].N(C(C)(C)C#N)=NC(C)(C)C#N. Given the product [CH:1]1[C:10]2[C:5](=[CH:6][CH:7]=[CH:8][CH:9]=2)[CH:4]=[CH:3][C:2]=1[S:11][CH:17]1[CH:12]2[CH2:18][CH:15]([CH2:14][CH:13]2[C:19]([OH:21])=[O:20])[CH2:16]1, predict the reactants needed to synthesize it.